Dataset: Catalyst prediction with 721,799 reactions and 888 catalyst types from USPTO. Task: Predict which catalyst facilitates the given reaction. (1) Reactant: [C:1]([O:5][C:6](=[O:17])[NH:7][C:8]1[CH:13]=[CH:12][C:11]([CH3:14])=[CH:10][C:9]=1[CH2:15][OH:16])([CH3:4])([CH3:3])[CH3:2]. Product: [C:1]([O:5][C:6](=[O:17])[NH:7][C:8]1[CH:13]=[CH:12][C:11]([CH3:14])=[CH:10][C:9]=1[CH:15]=[O:16])([CH3:4])([CH3:2])[CH3:3]. The catalyst class is: 177. (2) Reactant: [Cl:1][C:2]1[CH:3]=[C:4]([CH2:30][C:31]([O:33]CC)=[O:32])[CH:5]=[CH:6][C:7]=1[O:8][CH2:9][CH2:10][CH:11]([C:16]1[S:17][C:18]2[CH:25]=[C:24]([C:26]([F:29])([F:28])[F:27])[CH:23]=[CH:22][C:19]=2[C:20]=1[CH3:21])[CH2:12][CH2:13][CH2:14][CH3:15].[OH-].[Na+]. Product: [Cl:1][C:2]1[CH:3]=[C:4]([CH2:30][C:31]([OH:33])=[O:32])[CH:5]=[CH:6][C:7]=1[O:8][CH2:9][CH2:10][CH:11]([C:16]1[S:17][C:18]2[CH:25]=[C:24]([C:26]([F:28])([F:29])[F:27])[CH:23]=[CH:22][C:19]=2[C:20]=1[CH3:21])[CH2:12][CH2:13][CH2:14][CH3:15]. The catalyst class is: 92. (3) Reactant: [NH2:1][C@H:2]([CH3:20])[C@@H:3]([OH:19])[CH2:4][N:5]1[CH2:10][CH2:9][CH2:8][C@@H:7]([CH2:11][C:12]2[CH:17]=[CH:16][C:15]([F:18])=[CH:14][CH:13]=2)[CH2:6]1.[CH3:21][N:22]1[C:26]([C:27]2[CH:28]=[C:29]([NH:33][C:34](=O)[O:35]C3C=CC=CC=3)[CH:30]=[CH:31][CH:32]=2)=[N:25][N:24]=[N:23]1. Product: [F:18][C:15]1[CH:14]=[CH:13][C:12]([CH2:11][C@@H:7]2[CH2:8][CH2:9][CH2:10][N:5]([CH2:4][C@H:3]([OH:19])[C@H:2]([NH:1][C:34]([NH:33][C:29]3[CH:30]=[CH:31][CH:32]=[C:27]([C:26]4[N:22]([CH3:21])[N:23]=[N:24][N:25]=4)[CH:28]=3)=[O:35])[CH3:20])[CH2:6]2)=[CH:17][CH:16]=1. The catalyst class is: 10. (4) Reactant: [N:1]1([C:5](=[O:15])[CH2:6][C:7]2[CH:12]=[CH:11][C:10]([OH:13])=[C:9]([F:14])[CH:8]=2)[CH2:4][CH2:3][CH2:2]1.[CH2:16]([C:18]1[CH:19]=[N:20][C:21]([N:24]2[CH2:29][CH2:28][CH:27]([C@H:30]3[CH2:32][C@H:31]3[CH2:33][CH2:34]O)[CH2:26][CH2:25]2)=[N:22][CH:23]=1)[CH3:17].C1(P(C2C=CC=CC=2)C2C=CC=CC=2)C=CC=CC=1.N(C(OC(C)(C)C)=O)=NC(OC(C)(C)C)=O. The catalyst class is: 4. Product: [N:1]1([C:5](=[O:15])[CH2:6][C:7]2[CH:12]=[CH:11][C:10]([O:13][CH2:34][CH2:33][C@@H:31]3[CH2:32][C@@H:30]3[CH:27]3[CH2:26][CH2:25][N:24]([C:21]4[N:20]=[CH:19][C:18]([CH2:16][CH3:17])=[CH:23][N:22]=4)[CH2:29][CH2:28]3)=[C:9]([F:14])[CH:8]=2)[CH2:4][CH2:3][CH2:2]1. (5) Reactant: [CH2:1]([NH2:3])[CH3:2].Cl[SiH:5]1[N:9]([CH:10]([CH2:12][CH3:13])[CH3:11])[CH:8]=[CH:7][N:6]1[CH:14]([CH2:16][CH3:17])[CH3:15]. Product: [CH:14]([N:6]1[CH:7]=[CH:8][N:9]([CH:10]([CH2:12][CH3:13])[CH3:11])[SiH:5]1[NH:3][CH2:1][CH3:2])([CH2:16][CH3:17])[CH3:15]. The catalyst class is: 81. (6) Reactant: [CH2:1]([C@H:8]1[N:13]([C:14](=[O:34])[CH2:15][CH2:16][C:17]2[CH:22]=[CH:21][CH:20]=[CH:19][C:18]=2[O:23][C:24]2[CH:29]=[CH:28][CH:27]=[CH:26][C:25]=2/[CH:30]=[CH:31]/[C:32]#[N:33])[CH2:12][CH2:11][N:10](C(OC(C)(C)C)=O)[CH2:9]1)[C:2]1[CH:7]=[CH:6][CH:5]=[CH:4][CH:3]=1.[H][H]. Product: [CH2:1]([C@@H:8]1[CH2:9][NH:10][CH2:11][CH2:12][N:13]1[C:14](=[O:34])[CH2:15][CH2:16][C:17]1[CH:22]=[CH:21][CH:20]=[CH:19][C:18]=1[O:23][C:24]1[CH:29]=[CH:28][CH:27]=[CH:26][C:25]=1[CH2:30][CH2:31][C:32]#[N:33])[C:2]1[CH:7]=[CH:6][CH:5]=[CH:4][CH:3]=1. The catalyst class is: 123.